This data is from Full USPTO retrosynthesis dataset with 1.9M reactions from patents (1976-2016). The task is: Predict the reactants needed to synthesize the given product. (1) Given the product [CH3:10][N:7]1[C:6]2[CH:11]=[CH:12][CH:13]=[CH:14][C:5]=2[O:4][CH2:3][C@H:2]([NH:1][C:21](=[O:22])[CH2:20][C:19]([NH:18][CH2:17][C:16]([F:29])([F:15])[C:25]([F:26])([F:28])[F:27])=[O:24])[C:8]1=[O:9], predict the reactants needed to synthesize it. The reactants are: [NH2:1][C@@H:2]1[C:8](=[O:9])[N:7]([CH3:10])[C:6]2[CH:11]=[CH:12][CH:13]=[CH:14][C:5]=2[O:4][CH2:3]1.[F:15][C:16]([F:29])([C:25]([F:28])([F:27])[F:26])[CH2:17][NH:18][C:19](=[O:24])[CH2:20][C:21](O)=[O:22].O.ON1C2C=CC=CC=2N=N1.Cl.CN(C)CCCN=C=NCC.C(N(C(C)C)CC)(C)C.Cl. (2) Given the product [C:1]([O:5][C:6](=[O:20])[NH:7][C:8]1[CH:13]=[CH:12][C:11]([C:14]2[CH:18]=[CH:17][S:16][CH:15]=2)=[CH:10][C:9]=1[NH:19][C:24](=[O:23])[CH2:25][C:26]([C:28]1[CH:35]=[CH:34][CH:33]=[C:30]([C:31]#[N:32])[CH:29]=1)=[O:27])([CH3:4])([CH3:2])[CH3:3], predict the reactants needed to synthesize it. The reactants are: [C:1]([O:5][C:6](=[O:20])[NH:7][C:8]1[CH:13]=[CH:12][C:11]([C:14]2[CH:18]=[CH:17][S:16][CH:15]=2)=[CH:10][C:9]=1[NH2:19])([CH3:4])([CH3:3])[CH3:2].CC1(C)[O:27][C:26]([C:28]2[CH:29]=[C:30]([CH:33]=[CH:34][CH:35]=2)[C:31]#[N:32])=[CH:25][C:24](=O)[O:23]1. (3) Given the product [Cl:1][C:2]1[C:10]([F:11])=[CH:9][CH:8]=[CH:7][C:3]=1[C:4]([NH:27][CH2:26][C:20]1([C:17]2[CH:18]=[N:19][C:14]([C:13]([F:29])([F:28])[F:12])=[N:15][CH:16]=2)[CH2:25][CH2:24][O:23][CH2:22][CH2:21]1)=[O:6], predict the reactants needed to synthesize it. The reactants are: [Cl:1][C:2]1[C:10]([F:11])=[CH:9][CH:8]=[CH:7][C:3]=1[C:4]([OH:6])=O.[F:12][C:13]([F:29])([F:28])[C:14]1[N:19]=[CH:18][C:17]([C:20]2([CH2:26][NH2:27])[CH2:25][CH2:24][O:23][CH2:22][CH2:21]2)=[CH:16][N:15]=1. (4) Given the product [CH2:1]([C:4]1[CH:10]=[CH:9][C:7]([NH:8][C:25](=[O:26])[C:24]2[CH:28]=[C:20]([NH:19][C:17](=[O:18])[C:16]3[CH:30]=[CH:31][C:13]([C:11]#[N:12])=[CH:14][CH:15]=3)[CH:21]=[CH:22][C:23]=2[CH3:29])=[CH:6][CH:5]=1)[CH2:2][CH3:3], predict the reactants needed to synthesize it. The reactants are: [CH2:1]([C:4]1[CH:10]=[CH:9][C:7]([NH2:8])=[CH:6][CH:5]=1)[CH2:2][CH3:3].[C:11]([C:13]1[CH:31]=[CH:30][C:16]([C:17]([NH:19][C:20]2[CH:21]=[CH:22][C:23]([CH3:29])=[C:24]([CH:28]=2)[C:25](Cl)=[O:26])=[O:18])=[CH:15][CH:14]=1)#[N:12].C(N(CC)CC)C. (5) Given the product [CH2:2]1[C:3]2([CH2:8][N:7]([C:16]([O:18][CH2:19][C:20]3[CH:25]=[CH:24][CH:23]=[CH:22][CH:21]=3)=[O:17])[CH2:6][CH2:5][N:4]2[C:9]([O:11][C:12]([CH3:15])([CH3:14])[CH3:13])=[O:10])[CH2:1]1, predict the reactants needed to synthesize it. The reactants are: [CH2:1]1[C:3]2([CH2:8][NH:7][CH2:6][CH2:5][N:4]2[C:9]([O:11][C:12]([CH3:15])([CH3:14])[CH3:13])=[O:10])[CH2:2]1.[C:16](Cl)([O:18][CH2:19][C:20]1[CH:25]=[CH:24][CH:23]=[CH:22][CH:21]=1)=[O:17]. (6) The reactants are: [F:1][C:2]1[CH:7]=[CH:6][CH:5]=[CH:4][C:3]=1[N:8]1[C:12]([C:13]2[CH:18]=[CH:17][N:16]=[CH:15][CH:14]=2)=[C:11]([C:19](OCC)=[O:20])[N:10]=[N:9]1.O[N:25]=[C:26]([NH2:34])[C:27]1[CH:32]=[CH:31][C:30]([CH3:33])=[CH:29][CH:28]=1.C(=O)([O-])[O-].[K+].[K+]. Given the product [F:1][C:2]1[CH:7]=[CH:6][CH:5]=[CH:4][C:3]=1[N:8]1[C:12]([C:13]2[CH:14]=[CH:15][N:16]=[CH:17][CH:18]=2)=[C:11]([C:19]2[O:20][N:34]=[C:26]([C:27]3[CH:32]=[CH:31][C:30]([CH3:33])=[CH:29][CH:28]=3)[N:25]=2)[N:10]=[N:9]1, predict the reactants needed to synthesize it. (7) Given the product [NH2:3][C:4]1[CH:9]=[C:8]([NH2:10])[C:7]([OH:11])=[CH:6][C:5]=1[OH:12].[OH:13][C:14]1[CH:22]=[C:21]([C:23]([OH:25])=[O:24])[C:20]([OH:26])=[CH:19][C:15]=1[C:16]([OH:18])=[O:17], predict the reactants needed to synthesize it. The reactants are: Cl.Cl.[NH2:3][C:4]1[CH:9]=[C:8]([NH2:10])[C:7]([OH:11])=[CH:6][C:5]=1[OH:12].[OH:13][C:14]1[CH:22]=[C:21]([C:23]([OH:25])=[O:24])[C:20]([OH:26])=[CH:19][C:15]=1[C:16]([OH:18])=[O:17].[Na+].[Na+].OC1C=C(C([O-])=O)C(O)=CC=1C([O-])=O.